This data is from NCI-60 drug combinations with 297,098 pairs across 59 cell lines. The task is: Regression. Given two drug SMILES strings and cell line genomic features, predict the synergy score measuring deviation from expected non-interaction effect. (1) Drug 1: CC1CCC2CC(C(=CC=CC=CC(CC(C(=O)C(C(C(=CC(C(=O)CC(OC(=O)C3CCCCN3C(=O)C(=O)C1(O2)O)C(C)CC4CCC(C(C4)OC)O)C)C)O)OC)C)C)C)OC. Drug 2: B(C(CC(C)C)NC(=O)C(CC1=CC=CC=C1)NC(=O)C2=NC=CN=C2)(O)O. Cell line: OVCAR-8. Synergy scores: CSS=43.8, Synergy_ZIP=-2.66, Synergy_Bliss=3.49, Synergy_Loewe=1.24, Synergy_HSA=2.12. (2) Drug 1: CC1=C2C(C(=O)C3(C(CC4C(C3C(C(C2(C)C)(CC1OC(=O)C(C(C5=CC=CC=C5)NC(=O)OC(C)(C)C)O)O)OC(=O)C6=CC=CC=C6)(CO4)OC(=O)C)OC)C)OC. Drug 2: CC12CCC3C(C1CCC2=O)CC(=C)C4=CC(=O)C=CC34C. Cell line: MCF7. Synergy scores: CSS=46.8, Synergy_ZIP=-2.21, Synergy_Bliss=-0.703, Synergy_Loewe=1.50, Synergy_HSA=4.99. (3) Drug 1: C(CN)CNCCSP(=O)(O)O. Drug 2: CCC1(C2=C(COC1=O)C(=O)N3CC4=CC5=C(C=CC(=C5CN(C)C)O)N=C4C3=C2)O.Cl. Cell line: SN12C. Synergy scores: CSS=37.5, Synergy_ZIP=0.0204, Synergy_Bliss=-1.89, Synergy_Loewe=-79.5, Synergy_HSA=-7.18. (4) Drug 1: C1=NC2=C(N=C(N=C2N1C3C(C(C(O3)CO)O)F)Cl)N. Drug 2: C1=CN(C=N1)CC(O)(P(=O)(O)O)P(=O)(O)O. Cell line: UACC-257. Synergy scores: CSS=7.27, Synergy_ZIP=-1.23, Synergy_Bliss=1.30, Synergy_Loewe=2.09, Synergy_HSA=2.29. (5) Drug 1: C1=NC(=NC(=O)N1C2C(C(C(O2)CO)O)O)N. Drug 2: CN(CC1=CN=C2C(=N1)C(=NC(=N2)N)N)C3=CC=C(C=C3)C(=O)NC(CCC(=O)O)C(=O)O. Cell line: RPMI-8226. Synergy scores: CSS=43.4, Synergy_ZIP=0.301, Synergy_Bliss=4.09, Synergy_Loewe=-34.1, Synergy_HSA=2.78. (6) Drug 1: CN1CCC(CC1)COC2=C(C=C3C(=C2)N=CN=C3NC4=C(C=C(C=C4)Br)F)OC. Drug 2: CC1OCC2C(O1)C(C(C(O2)OC3C4COC(=O)C4C(C5=CC6=C(C=C35)OCO6)C7=CC(=C(C(=C7)OC)O)OC)O)O. Cell line: HCT116. Synergy scores: CSS=50.8, Synergy_ZIP=-4.16, Synergy_Bliss=-3.39, Synergy_Loewe=-13.3, Synergy_HSA=-3.24.